From a dataset of Experimentally validated miRNA-target interactions with 360,000+ pairs, plus equal number of negative samples. Binary Classification. Given a miRNA mature sequence and a target amino acid sequence, predict their likelihood of interaction. The miRNA is hsa-miR-449c-3p with sequence UUGCUAGUUGCACUCCUCUCUGU. The protein sequence of the target gene is MAAAVLTDRAQVSVTFDDVAVTFTKEEWGQLDLAQRTLYQEVMLENCGLLVSLGCPVPKAELICHLEHGQEPWTRKEDLSQDTCPGDKGKPKTTEPTTCEPALSEGISLQGQVTQGNSVDSQLGQAEDQDGLSEMQEGHFRPGIDPQEKSPGKMSPECDGLGTADGVCSRIGQEQVSPGDRVRSHNSCESGKDPMIQEEENNFKCSECGKVFNKKHLLAGHEKIHSGVKPYECTECGKTFIKSTHLLQHHMIHTGERPYECMECGKAFNRKSYLTQHQRIHSGEKPYKCNECGKAFTHRS.... Result: 1 (interaction).